This data is from NCI-60 drug combinations with 297,098 pairs across 59 cell lines. The task is: Regression. Given two drug SMILES strings and cell line genomic features, predict the synergy score measuring deviation from expected non-interaction effect. (1) Drug 1: C1=CC(=C2C(=C1NCCNCCO)C(=O)C3=C(C=CC(=C3C2=O)O)O)NCCNCCO. Drug 2: CCCCC(=O)OCC(=O)C1(CC(C2=C(C1)C(=C3C(=C2O)C(=O)C4=C(C3=O)C=CC=C4OC)O)OC5CC(C(C(O5)C)O)NC(=O)C(F)(F)F)O. Cell line: HCC-2998. Synergy scores: CSS=29.0, Synergy_ZIP=-1.96, Synergy_Bliss=-0.403, Synergy_Loewe=-4.93, Synergy_HSA=-0.952. (2) Synergy scores: CSS=62.7, Synergy_ZIP=-3.86, Synergy_Bliss=-2.91, Synergy_Loewe=3.48, Synergy_HSA=4.77. Drug 2: CC1=C(N=C(N=C1N)C(CC(=O)N)NCC(C(=O)N)N)C(=O)NC(C(C2=CN=CN2)OC3C(C(C(C(O3)CO)O)O)OC4C(C(C(C(O4)CO)O)OC(=O)N)O)C(=O)NC(C)C(C(C)C(=O)NC(C(C)O)C(=O)NCCC5=NC(=CS5)C6=NC(=CS6)C(=O)NCCC[S+](C)C)O. Drug 1: C1C(C(OC1N2C=NC3=C(N=C(N=C32)Cl)N)CO)O. Cell line: HCC-2998.